Predict the product of the given reaction. From a dataset of Forward reaction prediction with 1.9M reactions from USPTO patents (1976-2016). (1) Given the reactants Cl.[CH:2]([N:15]1[CH2:18][CH:17]([NH:19][NH2:20])[CH2:16]1)([C:9]1[CH:14]=[CH:13][CH:12]=[CH:11][CH:10]=1)[C:3]1[CH:8]=[CH:7][CH:6]=[CH:5][CH:4]=1.[Br:21][C:22]1[CH:27]=[CH:26][C:25]([C:28]([F:31])([F:30])[F:29])=[CH:24][C:23]=1[C:32](=O)/[CH:33]=[CH:34]/N(C)C, predict the reaction product. The product is: [CH:2]([N:15]1[CH2:16][CH:17]([N:19]2[C:32]([C:23]3[CH:24]=[C:25]([C:28]([F:29])([F:30])[F:31])[CH:26]=[CH:27][C:22]=3[Br:21])=[CH:33][CH:34]=[N:20]2)[CH2:18]1)([C:9]1[CH:14]=[CH:13][CH:12]=[CH:11][CH:10]=1)[C:3]1[CH:8]=[CH:7][CH:6]=[CH:5][CH:4]=1. (2) Given the reactants Br[C:2]1[CH:3]=[C:4]2[C:8](=[CH:9][CH:10]=1)[N:7](C1CCCCO1)[N:6]=[C:5]2[C:17]1[CH:22]=[CH:21][N:20]=[C:19]([N:23]2[CH2:28][CH2:27][CH:26]([NH:29]C(=O)OC(C)(C)C)[CH2:25][CH2:24]2)[N:18]=1.[CH3:37][O:38][C:39]1[CH:40]=[N:41][CH:42]=[C:43](B2OC(C)(C)C(C)(C)O2)[CH:44]=1.C([O-])([O-])=O.[Na+].[Na+].Cl.CC(O)C, predict the reaction product. The product is: [CH3:37][O:38][C:39]1[CH:44]=[C:43]([C:2]2[CH:3]=[C:4]3[C:8](=[CH:9][CH:10]=2)[NH:7][N:6]=[C:5]3[C:17]2[CH:22]=[CH:21][N:20]=[C:19]([N:23]3[CH2:24][CH2:25][CH:26]([NH2:29])[CH2:27][CH2:28]3)[N:18]=2)[CH:42]=[N:41][CH:40]=1. (3) Given the reactants [Br:1][C:2]1[CH:3]=[C:4]2[C:9](=[CH:10][CH:11]=1)[N:8]=[C:7]([NH2:12])[N:6]=[CH:5]2.[H-].[Na+].[CH3:15]I, predict the reaction product. The product is: [Br:1][C:2]1[CH:3]=[C:4]2[C:9](=[CH:10][CH:11]=1)[N:8]=[C:7]([NH:12][CH3:15])[N:6]=[CH:5]2.